From a dataset of Full USPTO retrosynthesis dataset with 1.9M reactions from patents (1976-2016). Predict the reactants needed to synthesize the given product. Given the product [Br:1][C:18]1[CH:19]=[C:20]([CH:21]=[O:22])[C:15]([O:14][CH2:12][CH3:13])=[CH:16][C:17]=1[C:23]1[CH:28]=[CH:27][C:26]([F:29])=[CH:25][C:24]=1[F:30], predict the reactants needed to synthesize it. The reactants are: [Br:1]N1C(=O)NC(=O)N(Br)C1=O.[CH2:12]([O:14][C:15]1[CH:16]=[C:17]([C:23]2[CH:28]=[CH:27][C:26]([F:29])=[CH:25][C:24]=2[F:30])[CH:18]=[CH:19][C:20]=1[CH:21]=[O:22])[CH3:13].O.